Dataset: Reaction yield outcomes from USPTO patents with 853,638 reactions. Task: Predict the reaction yield, written as a fraction of the theoretical maximum amount of product (1.0 means a 100% yield; for example, 0.34 means a 34% yield). (1) The reactants are [S:1]1[CH:5]=[CH:4][CH:3]=[C:2]1[CH2:6][NH:7][C:8]([C:10]1[CH:25]=[C:13]2[CH:14]=[C:15]([C:19]3[CH:24]=[CH:23][CH:22]=[CH:21][CH:20]=3)[CH:16]=[C:17](I)[N:12]2[N:11]=1)=[O:9].[Cu][C:27]#[N:28].CN(C=O)C. The catalyst is O1CCOCC1.CCOC(C)=O.C1(P(C2C=CC=CC=2)[C-]2C=CC=C2)C=CC=CC=1.[C-]1(P(C2C=CC=CC=2)C2C=CC=CC=2)C=CC=C1.[Fe+2].C1C=CC(/C=C/C(/C=C/C2C=CC=CC=2)=O)=CC=1.C1C=CC(/C=C/C(/C=C/C2C=CC=CC=2)=O)=CC=1.C1C=CC(/C=C/C(/C=C/C2C=CC=CC=2)=O)=CC=1.[Pd].[Pd]. The product is [S:1]1[CH:5]=[CH:4][CH:3]=[C:2]1[CH2:6][NH:7][C:8]([C:10]1[CH:25]=[C:13]2[CH:14]=[C:15]([C:19]3[CH:24]=[CH:23][CH:22]=[CH:21][CH:20]=3)[CH:16]=[C:17]([C:27]#[N:28])[N:12]2[N:11]=1)=[O:9]. The yield is 0.270. (2) The reactants are COP([CH2:7][C:8](=O)[CH3:9])(=O)OC.C([O-])([O-])=O.[K+].[K+].[C:17]1([CH3:29])[CH:22]=[CH:21]C(S(N=[N+]=[N-])(=O)=O)=[CH:19][CH:18]=1.CC(C(=O)[C@@H](C1C=CC(N[C:44]2[S:45][CH:46]=[C:47]([C:49]([F:52])([F:51])[F:50])[N:48]=2)=CC=1)C)C=O.[CH3:54][C:55]#N. The catalyst is CO. The product is [CH3:9][C@@H:8]([C:7]1[CH:19]=[CH:18][C:17]([CH2:29][C:44]2[S:45][CH:46]=[C:47]([C:49]([F:50])([F:51])[F:52])[N:48]=2)=[CH:22][CH:21]=1)[C:54]#[CH:55]. The yield is 0.750. (3) The reactants are [CH3:1][N:2]([S:15]([C:18]1[S:19][CH:20]=[CH:21][CH:22]=1)(=[O:17])=[O:16])[C:3]1[CH:4]=[CH:5][CH:6]=[C:7]2[C:11]=1[NH:10][C:9]([C:12](O)=[O:13])=[CH:8]2.N1(O)C2C=CC=CC=2N=N1.Cl.CN(C)CCCN=C=NCC.[NH2:45][CH2:46][C:47]1([OH:60])[CH2:52][CH2:51][N:50]([CH2:53][C:54]2[CH:59]=[CH:58][CH:57]=[CH:56][CH:55]=2)[CH2:49][CH2:48]1.C(=O)([O-])O.[Na+]. The catalyst is CN(C)C=O. The product is [CH2:53]([N:50]1[CH2:49][CH2:48][C:47]([CH2:46][NH:45][C:12]([C:9]2[NH:10][C:11]3[C:7]([CH:8]=2)=[CH:6][CH:5]=[CH:4][C:3]=3[N:2]([CH3:1])[S:15]([C:18]2[S:19][CH:20]=[CH:21][CH:22]=2)(=[O:16])=[O:17])=[O:13])([OH:60])[CH2:52][CH2:51]1)[C:54]1[CH:55]=[CH:56][CH:57]=[CH:58][CH:59]=1. The yield is 0.760. (4) The reactants are [F:1][C:2]1[CH:7]=[C:6]([I:8])[CH:5]=[CH:4][C:3]=1[NH:9][C:10](=O)[CH3:11].[N-:13]=[N+:14]=[N-:15].[Na+].FC(F)(F)S(OS(C(F)(F)F)(=O)=O)(=O)=O. The catalyst is C(#N)C. The product is [F:1][C:2]1[CH:7]=[C:6]([I:8])[CH:5]=[CH:4][C:3]=1[N:9]1[C:10]([CH3:11])=[N:15][N:14]=[N:13]1. The yield is 0.620. (5) The reactants are C([N:8]1[CH2:13][CH2:12][CH:11]([C:14]2[CH:19]=[CH:18][CH:17]=[CH:16][N:15]=2)[CH2:10][CH2:9]1)C1C=CC=CC=1. The catalyst is CO.[OH-].[Pd+2].[OH-]. The product is [N:15]1[CH:16]=[CH:17][CH:18]=[CH:19][C:14]=1[CH:11]1[CH2:12][CH2:13][NH:8][CH2:9][CH2:10]1. The yield is 0.990. (6) The reactants are BrBr.[CH3:3][O:4][C:5]([N:7]1[CH:12]=[CH:11][CH:10]=[CH:9][CH2:8]1)=[O:6].[NH2:13][C:14]([NH2:16])=[O:15].CC#N. The catalyst is CN(C=O)C. The product is [CH3:3][O:4][C:5]([N:7]1[CH2:8][CH:9]=[CH:10][C@H:11]2[O:15][C:14]([NH2:16])=[N:13][C@@H:12]12)=[O:6]. The yield is 0.500.